From a dataset of Catalyst prediction with 721,799 reactions and 888 catalyst types from USPTO. Predict which catalyst facilitates the given reaction. (1) Reactant: [Cl:1][C:2]1[CH:7]=[CH:6][CH:5]=[CH:4][C:3]=1[SH:8].[H-].[Na+].[CH3:11][O:12][C:13]([CH:15]1[CH2:19][CH2:18][CH:17](OS(C)(=O)=O)[CH2:16]1)=[O:14]. Product: [CH3:11][O:12][C:13]([CH:15]1[CH2:19][CH2:18][CH:17]([S:8][C:3]2[CH:4]=[CH:5][CH:6]=[CH:7][C:2]=2[Cl:1])[CH2:16]1)=[O:14]. The catalyst class is: 1. (2) Reactant: [F:1][C:2]([F:20])([F:19])[C:3]1[CH:4]=[C:5]2[N:11]=[C:10]([C:12]3[CH:17]=[CH:16][N:15]=[CH:14][C:13]=3[OH:18])[O:9][C:6]2=[N:7][CH:8]=1.C(=O)([O-])[O-].[K+].[K+].CN(C=O)C.[CH2:32](I)[CH3:33]. Product: [CH2:32]([O:18][C:13]1[CH:14]=[N:15][CH:16]=[CH:17][C:12]=1[C:10]1[O:9][C:6]2[C:5]([N:11]=1)=[CH:4][C:3]([C:2]([F:19])([F:1])[F:20])=[CH:8][N:7]=2)[CH3:33]. The catalyst class is: 6. (3) Reactant: [NH2:1][C:2]1[N:7]=[C:6]([NH2:8])[C:5]([O:9][CH2:10][CH2:11][CH2:12][O:13][C:14]2[CH:19]=[CH:18][CH:17]=[CH:16][C:15]=2[O:20][CH2:21][CH2:22][CH2:23][C:24]([OH:26])=[O:25])=[C:4]([CH2:27][CH3:28])[N:3]=1.[ClH:29]. Product: [ClH:29].[NH2:1][C:2]1[N:7]=[C:6]([NH2:8])[C:5]([O:9][CH2:10][CH2:11][CH2:12][O:13][C:14]2[CH:19]=[CH:18][CH:17]=[CH:16][C:15]=2[O:20][CH2:21][CH2:22][CH2:23][C:24]([OH:26])=[O:25])=[C:4]([CH2:27][CH3:28])[N:3]=1. The catalyst class is: 6. (4) Reactant: [C:1](=[O:22])(OC1C=CC([N+]([O-])=O)=CC=1)[O:2][CH2:3][CH2:4][N:5]1[CH2:10][CH2:9][N:8]([CH3:11])[CH2:7][CH2:6]1.CCN(CC)CC.[CH3:30][C:31]1[CH:36]=[CH:35][C:34]([CH3:37])=[CH:33][C:32]=1[N:38]1[CH2:43][CH2:42][NH:41][CH2:40][CH2:39]1. Product: [NH3:5].[CH3:30][C:31]1[CH:36]=[CH:35][C:34]([CH3:37])=[CH:33][C:32]=1[N:38]1[CH2:39][CH2:40][N:41]([C:1]([O:2][CH2:3][CH2:4][N:5]2[CH2:6][CH2:7][N:8]([CH3:11])[CH2:9][CH2:10]2)=[O:22])[CH2:42][CH2:43]1. The catalyst class is: 3. (5) Reactant: [CH3:1][C:2]1[C:3]([CH:22]=O)=[CH:4][N:5]([S:13]([C:16]2[CH:21]=[CH:20][CH:19]=[CH:18][CH:17]=2)(=[O:15])=[O:14])[C:6]=1[C:7]1[CH:12]=[CH:11][CH:10]=[CH:9][CH:8]=1.[Cl-:24].C[NH3+].[C:27]([BH3-])#[N:28].[Na+]. Product: [ClH:24].[CH3:27][NH:28][CH2:22][C:3]1[C:2]([CH3:1])=[C:6]([C:7]2[CH:12]=[CH:11][CH:10]=[CH:9][CH:8]=2)[N:5]([S:13]([C:16]2[CH:17]=[CH:18][CH:19]=[CH:20][CH:21]=2)(=[O:14])=[O:15])[CH:4]=1. The catalyst class is: 5. (6) Reactant: Br[C:2]1[CH:11]=[C:10]2[C:5]([C:6]([S:22][CH3:23])=[N:7][C:8]([C:12]([F:21])([F:20])[C:13]3[CH:18]=[CH:17][C:16]([F:19])=[CH:15][CH:14]=3)=[N:9]2)=[CH:4][CH:3]=1.[N:24]1[CH:29]=[C:28](B(O)O)[CH:27]=[N:26][CH:25]=1.C([O-])([O-])=O.[Na+].[Na+]. Product: [F:20][C:12]([F:21])([C:13]1[CH:18]=[CH:17][C:16]([F:19])=[CH:15][CH:14]=1)[C:8]1[N:7]=[C:6]([S:22][CH3:23])[C:5]2[C:10](=[CH:11][C:2]([C:28]3[CH:29]=[N:24][CH:25]=[N:26][CH:27]=3)=[CH:3][CH:4]=2)[N:9]=1. The catalyst class is: 745.